Dataset: Full USPTO retrosynthesis dataset with 1.9M reactions from patents (1976-2016). Task: Predict the reactants needed to synthesize the given product. (1) Given the product [C:1]([O:5][C:6]([N:8]1[CH2:13][CH2:12][O:11][CH2:10][CH:9]1[C:14](=[NH:15])[NH:17][OH:18])=[O:7])([CH3:4])([CH3:3])[CH3:2], predict the reactants needed to synthesize it. The reactants are: [C:1]([O:5][C:6]([N:8]1[CH2:13][CH2:12][O:11][CH2:10][CH:9]1[C:14]#[N:15])=[O:7])([CH3:4])([CH3:3])[CH3:2].Cl.[NH2:17][OH:18].C(=O)([O-])[O-].[Na+].[Na+]. (2) The reactants are: [H-].C([Al+]CC(C)C)C(C)C.[CH2:11]1[CH2:15][O:14][CH2:13][CH2:12]1.[F:16][CH2:17][CH2:18][N:19]([C:21]1C=CC(C#N)=[CH:23][CH:22]=1)[CH3:20].Cl. Given the product [F:16][CH2:17][CH2:18][N:19]([C:21]1[CH:13]=[CH:12][C:11]([CH:15]=[O:14])=[CH:23][CH:22]=1)[CH3:20], predict the reactants needed to synthesize it. (3) Given the product [Cl:25][C:26]1[CH:27]=[CH:28][C:29]([N:36]2[CH:40]=[N:39][CH:38]=[N:37]2)=[C:30]([CH2:32][C:33]([NH:1][C:2]2[C:3]([NH:9][CH2:10][CH2:11][CH:12]3[CH2:17][CH2:16][CH2:15][CH2:14][N:13]3[C:18]([O:20][C:21]([CH3:24])([CH3:23])[CH3:22])=[O:19])=[N:4][CH:5]=[CH:6][C:7]=2[OH:8])=[O:34])[CH:31]=1, predict the reactants needed to synthesize it. The reactants are: [NH2:1][C:2]1[C:3]([NH:9][CH2:10][CH2:11][CH:12]2[CH2:17][CH2:16][CH2:15][CH2:14][N:13]2[C:18]([O:20][C:21]([CH3:24])([CH3:23])[CH3:22])=[O:19])=[N:4][CH:5]=[CH:6][C:7]=1[OH:8].[Cl:25][C:26]1[CH:27]=[CH:28][C:29]([N:36]2[CH:40]=[N:39][CH:38]=[N:37]2)=[C:30]([CH2:32][C:33](O)=[O:34])[CH:31]=1.C(Cl)CCl.C1C=CC2N(O)N=NC=2C=1.CCN(C(C)C)C(C)C. (4) Given the product [Cl:1][C:2]1[N:6]2[CH:7]=[C:8]([F:11])[CH:9]=[CH:10][C:5]2=[N:4][C:3]=1[CH2:12][C@@H:13]1[CH2:18][CH2:17][CH2:16][CH2:15][NH:14]1, predict the reactants needed to synthesize it. The reactants are: [Cl:1][C:2]1[N:6]2[CH:7]=[C:8]([F:11])[CH:9]=[CH:10][C:5]2=[N:4][C:3]=1[CH2:12][C@@H:13]1[CH2:18][CH2:17][CH2:16][CH2:15][N:14]1C(OC(C)(C)C)=O.C(O)(C(F)(F)F)=O.